From a dataset of NCI-60 drug combinations with 297,098 pairs across 59 cell lines. Regression. Given two drug SMILES strings and cell line genomic features, predict the synergy score measuring deviation from expected non-interaction effect. (1) Drug 1: C1=C(C(=O)NC(=O)N1)F. Drug 2: CCCCCOC(=O)NC1=NC(=O)N(C=C1F)C2C(C(C(O2)C)O)O. Cell line: SK-OV-3. Synergy scores: CSS=25.1, Synergy_ZIP=5.41, Synergy_Bliss=5.01, Synergy_Loewe=-4.37, Synergy_HSA=3.88. (2) Drug 1: CN(C)N=NC1=C(NC=N1)C(=O)N. Drug 2: C#CCC(CC1=CN=C2C(=N1)C(=NC(=N2)N)N)C3=CC=C(C=C3)C(=O)NC(CCC(=O)O)C(=O)O. Synergy scores: CSS=14.2, Synergy_ZIP=-5.06, Synergy_Bliss=2.87, Synergy_Loewe=2.58, Synergy_HSA=2.27. Cell line: NCI-H460. (3) Drug 1: CC(C1=C(C=CC(=C1Cl)F)Cl)OC2=C(N=CC(=C2)C3=CN(N=C3)C4CCNCC4)N. Cell line: MOLT-4. Drug 2: CS(=O)(=O)OCCCCOS(=O)(=O)C. Synergy scores: CSS=65.9, Synergy_ZIP=0.334, Synergy_Bliss=-0.161, Synergy_Loewe=-6.14, Synergy_HSA=-0.602. (4) Drug 1: C1=CC(=CC=C1CCCC(=O)O)N(CCCl)CCCl. Drug 2: C(CCl)NC(=O)N(CCCl)N=O. Cell line: HOP-92. Synergy scores: CSS=32.2, Synergy_ZIP=-11.0, Synergy_Bliss=-9.77, Synergy_Loewe=-7.98, Synergy_HSA=-6.36.